From a dataset of Full USPTO retrosynthesis dataset with 1.9M reactions from patents (1976-2016). Predict the reactants needed to synthesize the given product. Given the product [F:1][C:2]1[CH:3]=[CH:4][C:5]([O:6][CH:7]([CH2:13][C:14]2[CH:15]=[CH:16][C:17]([O:20][CH2:21][CH2:22][NH:23][C:24](=[O:37])[C:25]3[CH:30]=[CH:29][C:28]([C:31]4[CH:36]=[CH:35][CH:34]=[CH:33][N:32]=4)=[CH:27][CH:26]=3)=[CH:18][CH:19]=2)[C:8]([OH:10])=[O:9])=[CH:38][CH:39]=1, predict the reactants needed to synthesize it. The reactants are: [F:1][C:2]1[CH:39]=[CH:38][C:5]([O:6][CH:7]([CH2:13][C:14]2[CH:19]=[CH:18][C:17]([O:20][CH2:21][CH2:22][NH:23][C:24](=[O:37])[C:25]3[CH:30]=[CH:29][C:28]([C:31]4[CH:36]=[CH:35][CH:34]=[CH:33][N:32]=4)=[CH:27][CH:26]=3)=[CH:16][CH:15]=2)[C:8]([O:10]CC)=[O:9])=[CH:4][CH:3]=1.[OH-].[Na+].